This data is from Reaction yield outcomes from USPTO patents with 853,638 reactions. The task is: Predict the reaction yield, written as a fraction of the theoretical maximum amount of product (1.0 means a 100% yield; for example, 0.34 means a 34% yield). (1) The reactants are [F:1][C:2]1[CH:22]=[CH:21][C:5]2[CH:6]([NH:9][C:10]3[O:11][CH2:12][C:13]4[CH:19]=[C:18]([NH2:20])[CH:17]=[CH:16][C:14]=4[N:15]=3)[CH2:7][O:8][C:4]=2[CH:3]=1.[Cl:23][CH2:24][C:25](Cl)=[O:26]. No catalyst specified. The product is [Cl:23][CH2:24][C:25]([NH:20][C:18]1[CH:17]=[CH:16][C:14]2[N:15]=[C:10]([NH:9][CH:6]3[C:5]4[CH:21]=[CH:22][C:2]([F:1])=[CH:3][C:4]=4[O:8][CH2:7]3)[O:11][CH2:12][C:13]=2[CH:19]=1)=[O:26]. The yield is 0.270. (2) The reactants are [Br:1][C:2]1[CH:3]=[C:4]([N+:12]([O-])=O)[C:5]([CH3:11])=[C:6]([CH:10]=1)C(O)=O.CN([CH:18]([O:21]C)[O:19][CH3:20])C.[CH3:23]N(C=O)C. The catalyst is C(O)(=O)C.[Fe]. The product is [Br:1][C:2]1[CH:10]=[C:6]([C:18]([O:19][CH3:20])=[O:21])[C:5]2[CH:11]=[CH:23][NH:12][C:4]=2[CH:3]=1. The yield is 0.590. (3) The reactants are Cl[C:2]1[N:7]=[C:6]([Cl:8])[CH:5]=[CH:4][N:3]=1.[Cl:9][C:10]1[CH:15]=[CH:14][C:13](B(O)O)=[CH:12][CH:11]=1.C([O-])([O-])=O.[Na+].[Na+].CCOC(C)=O. The catalyst is C1COCC1.O.C1C=CC([P]([Pd]([P](C2C=CC=CC=2)(C2C=CC=CC=2)C2C=CC=CC=2)([P](C2C=CC=CC=2)(C2C=CC=CC=2)C2C=CC=CC=2)[P](C2C=CC=CC=2)(C2C=CC=CC=2)C2C=CC=CC=2)(C2C=CC=CC=2)C2C=CC=CC=2)=CC=1. The product is [Cl:8][C:6]1[CH:5]=[C:4]([C:13]2[CH:14]=[CH:15][C:10]([Cl:9])=[CH:11][CH:12]=2)[N:3]=[CH:2][N:7]=1. The yield is 0.710. (4) The reactants are [C:1]1([CH3:7])[CH:6]=[CH:5][CH:4]=[CH:3][CH:2]=1.C(=O)([O-])[O-].[Na+].[Na+].C1(B(O)O)C=CC=CC=1.ClC1[CH:29]=[CH:28][C:27]([N+:30]([O-:32])=[O:31])=[CH:26][N:25]=1. The catalyst is C1C=CC([P]([Pd]([P](C2C=CC=CC=2)(C2C=CC=CC=2)C2C=CC=CC=2)([P](C2C=CC=CC=2)(C2C=CC=CC=2)C2C=CC=CC=2)[P](C2C=CC=CC=2)(C2C=CC=CC=2)C2C=CC=CC=2)(C2C=CC=CC=2)C2C=CC=CC=2)=CC=1.O. The product is [N+:30]([C:27]1[CH:28]=[CH:29][C:7]([C:1]2[CH:6]=[CH:5][CH:4]=[CH:3][CH:2]=2)=[N:25][CH:26]=1)([O-:32])=[O:31]. The yield is 0.660. (5) The yield is 0.356. The reactants are Br[C:2]1[CH:7]=[C:6]([Cl:8])[CH:5]=[CH:4][C:3]=1[O:9][CH3:10].[CH2:11]=[CH:12][C:13]1[CH:18]=[CH:17][CH:16]=[CH:15][CH:14]=1.C(N(CC)CC)C.C1(P(C2C=CC=CC=2)C2C=CC=CC=2)C=CC=CC=1. The catalyst is C(#N)C.C([O-])(=O)C.[Pd+2].C([O-])(=O)C. The product is [Cl:8][C:6]1[CH:5]=[CH:4][C:3]([O:9][CH3:10])=[C:2]([CH:7]=1)[CH:11]=[CH:12][C:13]1[CH:18]=[CH:17][CH:16]=[CH:15][CH:14]=1. (6) The product is [CH3:1][O:2][C:3]1[CH:4]=[C:5]2[C:10](=[CH:11][C:12]=1[O:13][CH3:14])[N:9]=[CH:8][CH:7]=[C:6]2[O:15][C:16]1[CH:22]=[CH:21][C:19]([NH:20][C:35]([NH:52][C@@H:50]([C:47]2[CH:48]=[CH:49][C:44]([F:43])=[CH:45][CH:46]=2)[CH3:51])=[O:41])=[C:18]([CH3:23])[CH:17]=1. The catalyst is C(Cl)(Cl)Cl. The yield is 0.580. The reactants are [CH3:1][O:2][C:3]1[CH:4]=[C:5]2[C:10](=[CH:11][C:12]=1[O:13][CH3:14])[N:9]=[CH:8][CH:7]=[C:6]2[O:15][C:16]1[CH:22]=[CH:21][C:19]([NH2:20])=[C:18]([CH3:23])[CH:17]=1.C(N(CC)CC)C.ClC(Cl)(O[C:35](=[O:41])OC(Cl)(Cl)Cl)Cl.[F:43][C:44]1[CH:49]=[CH:48][C:47]([C@H:50]([NH2:52])[CH3:51])=[CH:46][CH:45]=1. (7) The reactants are [NH2:1][C:2]1[N:7]=[C:6]2[O:8][C:9]3[C:14]([CH2:15][C:5]2=[C:4]([NH2:19])[C:3]=1[C:20]#[N:21])=[CH:13][C:12]([N+:16]([O-])=O)=[CH:11][CH:10]=3. The catalyst is CN(C=O)C.[Pd]. The product is [NH2:1][C:2]1[N:7]=[C:6]2[O:8][C:9]3[C:14]([CH2:15][C:5]2=[C:4]([NH2:19])[C:3]=1[C:20]#[N:21])=[CH:13][C:12]([NH2:16])=[CH:11][CH:10]=3. The yield is 0.790.